Dataset: Full USPTO retrosynthesis dataset with 1.9M reactions from patents (1976-2016). Task: Predict the reactants needed to synthesize the given product. (1) Given the product [CH3:33][O:34][C:29]([CH:28]1[CH:27]([C@@H:26]([CH3:30])[CH2:25][O:24][Si:17]([C:20]([CH3:21])([CH3:22])[CH3:23])([CH3:19])[CH3:18])[CH2:9][N:8]([CH2:1][C:2]2[CH:3]=[CH:4][CH:5]=[CH:6][CH:7]=2)[CH2:14]1)=[O:40], predict the reactants needed to synthesize it. The reactants are: [CH2:1]([N:8]([CH2:14]OC)[CH2:9][Si](C)(C)C)[C:2]1[CH:7]=[CH:6][CH:5]=[CH:4][CH:3]=1.[Si:17]([O:24][CH2:25][C@H:26]([CH3:30])/[CH:27]=[CH:28]/[CH3:29])([C:20]([CH3:23])([CH3:22])[CH3:21])([CH3:19])[CH3:18].FC(F)(F)[C:33](O)=[O:34].O.C(=O)(O)[O-:40].[Na+]. (2) Given the product [C:46]([C:36]1[CH:35]=[C:34]([NH:33][C:17](=[O:19])[CH2:16][CH2:15][CH2:14][C:11]2[CH:10]=[CH:9][C:8]([B:5]3[O:4][CH2:3][C:2]([CH3:1])([CH3:20])[CH2:7][O:6]3)=[CH:13][CH:12]=2)[CH:39]=[CH:38][C:37]=1[S:40]([CH:43]([CH3:44])[CH3:45])(=[O:42])=[O:41])#[N:47], predict the reactants needed to synthesize it. The reactants are: [CH3:1][C:2]1([CH3:20])[CH2:7][O:6][B:5]([C:8]2[CH:13]=[CH:12][C:11]([CH2:14][CH2:15][CH2:16][C:17]([OH:19])=O)=[CH:10][CH:9]=2)[O:4][CH2:3]1.BrC1C=CC(CCCC([NH:33][C:34]2[CH:39]=[CH:38][C:37]([S:40]([CH:43]([CH3:45])[CH3:44])(=[O:42])=[O:41])=[C:36]([C:46]#[N:47])[CH:35]=2)=O)=CC=1. (3) The reactants are: [OH-].[CH3:2][N+:3]([CH3:8])([CH3:7])[CH2:4][CH2:5][CH3:6].[C:9]([OH:12])(=[O:11])[CH3:10]. Given the product [C:9]([O-:12])(=[O:11])[CH3:10].[CH3:2][N+:3]([CH3:8])([CH3:7])[CH2:4][CH2:5][CH3:6], predict the reactants needed to synthesize it. (4) Given the product [CH3:1][C:2]1[N:7]=[C:6]2[S:8][C:9]3[CH2:13][CH2:12][CH2:11][C:10]=3[C:5]2=[C:4]([C:14]2[S:15][CH:16]=[CH:17][CH:18]=2)[C:3]=1[CH:19]([CH2:35][CH2:34][CH3:38])[C:20]([O:22][CH3:23])=[O:21], predict the reactants needed to synthesize it. The reactants are: [CH3:1][C:2]1[N:7]=[C:6]2[S:8][C:9]3[CH2:13][CH2:12][CH2:11][C:10]=3[C:5]2=[C:4]([C:14]2[S:15][CH:16]=[CH:17][CH:18]=2)[C:3]=1[CH2:19][C:20]([O:22][CH3:23])=[O:21].[Li+].C[Si]([N-][Si](C)(C)C)(C)C.[CH2:34]1[CH2:38]OC[CH2:35]1.ICCC. (5) Given the product [C:6]([O:10][C:11]([N:13]1[CH2:17][CH2:16][CH2:15][C@@H:14]1[CH2:18][O:19][C:20]1[CH:21]=[CH:22][C:23]([CH2:26][C:27]2[CH:28]=[CH:29][C:30]([C:2]3[O:1][CH:5]=[CH:4][N:3]=3)=[CH:31][CH:32]=2)=[CH:24][CH:25]=1)=[O:12])([CH3:9])([CH3:7])[CH3:8], predict the reactants needed to synthesize it. The reactants are: [O:1]1[CH:5]=[CH:4][N:3]=[CH:2]1.[C:6]([O:10][C:11]([N:13]1[CH2:17][CH2:16][CH2:15][C@@H:14]1[CH2:18][O:19][C:20]1[CH:25]=[CH:24][C:23]([CH2:26][C:27]2[CH:32]=[CH:31][C:30](I)=[CH:29][CH:28]=2)=[CH:22][CH:21]=1)=[O:12])([CH3:9])([CH3:8])[CH3:7].